Dataset: Reaction yield outcomes from USPTO patents with 853,638 reactions. Task: Predict the reaction yield, written as a fraction of the theoretical maximum amount of product (1.0 means a 100% yield; for example, 0.34 means a 34% yield). (1) The reactants are [NH2:1][C:2]1[CH:7]=[CH:6][CH:5]=[CH:4][C:3]=1[S:8]([NH2:11])(=[O:10])=[O:9].[Cl:12]N1C(=O)CCC1=O. The catalyst is C(Cl)(Cl)Cl. The product is [NH2:1][C:2]1[CH:7]=[CH:6][C:5]([Cl:12])=[CH:4][C:3]=1[S:8]([NH2:11])(=[O:9])=[O:10]. The yield is 0.560. (2) The reactants are [CH3:1][C:2]1([CH3:30])[CH2:11][CH2:10][C:9]2[C:8](=O)[NH:7][C:6]3[O:13][C:14]4[C:19]([NH:20][CH2:21][CH2:22][CH2:23][N:24]5[CH2:28][CH2:27][CH2:26][C:25]5=[O:29])=[N:18][CH:17]=[N:16][C:15]=4[C:5]=3[C:4]=2[CH2:3]1.[H-].[Na+].[CH2:33]([NH:40][CH3:41])[C:34]1[CH:39]=[CH:38][CH:37]=[CH:36][CH:35]=1. The catalyst is C1COCC1. The product is [CH2:33]([N:40]([CH3:41])[C:8]1[C:9]2[CH2:10][CH2:11][C:2]([CH3:30])([CH3:1])[CH2:3][C:4]=2[C:5]2[C:15]3[N:16]=[CH:17][N:18]=[C:19]([NH:20][CH2:21][CH2:22][CH2:23][N:24]4[CH2:28][CH2:27][CH2:26][C:25]4=[O:29])[C:14]=3[O:13][C:6]=2[N:7]=1)[C:34]1[CH:39]=[CH:38][CH:37]=[CH:36][CH:35]=1. The yield is 0.640.